Task: Predict the reactants needed to synthesize the given product.. Dataset: Full USPTO retrosynthesis dataset with 1.9M reactions from patents (1976-2016) (1) Given the product [F:30][C:31]([F:44])([F:43])[S:32]([O:22][C:4]1[C:3]([O:2][CH3:1])=[C:8]([O:9][S:32]([C:31]([F:30])([F:43])[F:44])(=[O:33])=[O:34])[N:7]=[C:6]([N:10]2[CH2:14][CH2:13][CH2:12][C@H:11]2[C:15]2[CH:20]=[CH:19][C:18]([CH3:21])=[CH:17][CH:16]=2)[N:5]=1)(=[O:34])=[O:33], predict the reactants needed to synthesize it. The reactants are: [CH3:1][O:2][C:3]1[C:4]([OH:22])=[N:5][C:6]([N:10]2[CH2:14][CH2:13][CH2:12][C@H:11]2[C:15]2[CH:20]=[CH:19][C:18]([CH3:21])=[CH:17][CH:16]=2)=[N:7][C:8]=1[OH:9].C(N(CC)CC)C.[F:30][C:31]([F:44])([F:43])[S:32](O[S:32]([C:31]([F:44])([F:43])[F:30])(=[O:34])=[O:33])(=[O:34])=[O:33]. (2) Given the product [Cl:39][C:37]1[CH:38]=[C:30]([Cl:29])[C:31]2[N:40]=[C:18]([C:17]3[N:13]([C:8]4[C:7]([Cl:6])=[CH:12][CH:11]=[CH:10][N:9]=4)[N:14]=[C:15]([O:21][S:2]([CH3:1])(=[O:4])=[O:3])[CH:16]=3)[O:20][C:33](=[O:34])[C:32]=2[CH:36]=1, predict the reactants needed to synthesize it. The reactants are: [CH3:1][S:2](Cl)(=[O:4])=[O:3].[Cl:6][C:7]1[C:8]([N:13]2[C:17]([C:18]([OH:20])=O)=[CH:16][C:15](=[O:21])[NH:14]2)=[N:9][CH:10]=[CH:11][CH:12]=1.C(N(CC)CC)C.[Cl:29][C:30]1[CH:38]=[C:37]([Cl:39])[CH:36]=[C:32]([C:33](O)=[O:34])[C:31]=1[NH2:40]. (3) Given the product [O:18]1[CH2:19][CH2:20][CH2:21][CH2:22][CH:17]1[CH2:16][N:2]1[CH:3]=[C:4]([B:6]2[O:7][C:8]([CH3:9])([CH3:10])[C:11]([CH3:13])([CH3:12])[O:14]2)[CH:5]=[N:1]1, predict the reactants needed to synthesize it. The reactants are: [NH:1]1[CH:5]=[C:4]([B:6]2[O:14][C:11]([CH3:13])([CH3:12])[C:8]([CH3:10])([CH3:9])[O:7]2)[CH:3]=[N:2]1.Br[CH2:16][CH:17]1[CH2:22][CH2:21][CH2:20][CH2:19][O:18]1. (4) Given the product [CH3:1][C:2]1[CH:6]=[C:5]([CH2:14][CH2:13][OH:12])[S:4][CH:3]=1, predict the reactants needed to synthesize it. The reactants are: [CH3:1][C:2]1[CH:6]=[CH:5][S:4][CH:3]=1.[Li]CCCC.[O:12]1[CH2:14][CH2:13]1. (5) Given the product [CH2:1]([C@H:8]1[CH2:12][O:11][C:10](=[O:13])[N:9]1[C:14](=[O:18])[C@@H:15]([CH2:35][C:34]1[CH:33]=[CH:32][C:31]([C:30]([F:29])([F:39])[F:40])=[CH:38][CH:37]=1)[CH2:16][CH3:17])[C:2]1[CH:3]=[CH:4][CH:5]=[CH:6][CH:7]=1, predict the reactants needed to synthesize it. The reactants are: [CH2:1]([C@H:8]1[CH2:12][O:11][C:10](=[O:13])[N:9]1[C:14](=[O:18])[CH2:15][CH2:16][CH3:17])[C:2]1[CH:7]=[CH:6][CH:5]=[CH:4][CH:3]=1.C[Si]([N-][Si](C)(C)C)(C)C.[Na+].[F:29][C:30]([F:40])([F:39])[C:31]1[CH:38]=[CH:37][C:34]([CH2:35]Br)=[CH:33][CH:32]=1.Cl. (6) Given the product [Cl:36][CH2:35][CH2:34][CH2:33][O:1][C:2]1[CH:3]=[CH:4][C:5]2[CH2:6][C@H:7]3[N:18]([C:19]([O:21][C:22]([CH3:25])([CH3:24])[CH3:23])=[O:20])[CH2:17][CH2:16][C@@:13]4([C:14]=2[CH:15]=1)[C@H:8]3[CH2:9][CH2:10][CH2:11][CH2:12]4, predict the reactants needed to synthesize it. The reactants are: [OH:1][C:2]1[CH:3]=[CH:4][C:5]2[CH2:6][C@H:7]3[N:18]([C:19]([O:21][C:22]([CH3:25])([CH3:24])[CH3:23])=[O:20])[CH2:17][CH2:16][C@@:13]4([C:14]=2[CH:15]=1)[C@H:8]3[CH2:9][CH2:10][CH2:11][CH2:12]4.C(=O)([O-])[O-].[K+].[K+].Br[CH2:33][CH2:34][CH2:35][Cl:36].